This data is from Full USPTO retrosynthesis dataset with 1.9M reactions from patents (1976-2016). The task is: Predict the reactants needed to synthesize the given product. (1) Given the product [ClH:10].[F:21][C:16]1[CH:17]=[C:18]2[C:13](=[CH:14][CH:15]=1)[N:12]=[C:11]([N:7]1[CH2:8][CH2:9][N:4]([CH:1]([CH3:3])[CH3:2])[CH2:5][CH2:6]1)[CH:20]=[CH:19]2, predict the reactants needed to synthesize it. The reactants are: [CH:1]([N:4]1[CH2:9][CH2:8][NH:7][CH2:6][CH2:5]1)([CH3:3])[CH3:2].[Cl:10][C:11]1[CH:20]=[CH:19][C:18]2[C:13](=[CH:14][CH:15]=[C:16]([F:21])[CH:17]=2)[N:12]=1. (2) Given the product [CH3:1][C:2]1[N:3]=[C:4]2[C:9]([O:10][CH2:11][C:12]3[C:17]([F:18])=[CH:16][CH:15]=[C:14]([F:19])[C:13]=3[F:20])=[CH:8][C:7]([CH3:21])=[CH:6][N:5]2[C:22]=1[C:23]1[CH:24]=[N:25][N:26]([CH2:36][C:37]([CH3:42])([N+:39]([O-:41])=[O:40])[CH3:38])[CH:27]=1, predict the reactants needed to synthesize it. The reactants are: [CH3:1][C:2]1[N:3]=[C:4]2[C:9]([O:10][CH2:11][C:12]3[C:17]([F:18])=[CH:16][CH:15]=[C:14]([F:19])[C:13]=3[F:20])=[CH:8][C:7]([CH3:21])=[CH:6][N:5]2[C:22]=1[C:23]1[CH:24]=[N:25][NH:26][CH:27]=1.[H-].[Na+].FC(F)(F)S(O[CH2:36][C:37]([CH3:42])([N+:39]([O-:41])=[O:40])[CH3:38])(=O)=O. (3) Given the product [C:1]([O:5][C:6]([NH:8][CH2:9][C@H:10]1[CH2:11][CH2:12][C@H:13]([C:16]([NH:18][C@@H:19]([CH2:24][C:25]2[CH:26]=[CH:27][C:28]([C:31]3[CH:36]=[CH:35][C:34]([C:37](=[O:53])[NH:38][C@H:39]4[CH2:40][CH2:41][C@H:42]([O:45][Si:46]([C:49]([CH3:52])([CH3:51])[CH3:50])([CH3:47])[CH3:48])[CH2:43][CH2:44]4)=[CH:33][C:32]=3[CH3:54])=[CH:29][CH:30]=2)[C:20]([OH:22])=[O:21])=[O:17])[CH2:14][CH2:15]1)=[O:7])([CH3:3])([CH3:4])[CH3:2], predict the reactants needed to synthesize it. The reactants are: [C:1]([O:5][C:6]([NH:8][CH2:9][C@H:10]1[CH2:15][CH2:14][C@H:13]([C:16]([NH:18][C@@H:19]([CH2:24][C:25]2[CH:30]=[CH:29][C:28]([C:31]3[CH:36]=[CH:35][C:34]([C:37](=[O:53])[NH:38][C@H:39]4[CH2:44][CH2:43][C@H:42]([O:45][Si:46]([C:49]([CH3:52])([CH3:51])[CH3:50])([CH3:48])[CH3:47])[CH2:41][CH2:40]4)=[CH:33][C:32]=3[CH3:54])=[CH:27][CH:26]=2)[C:20]([O:22]C)=[O:21])=[O:17])[CH2:12][CH2:11]1)=[O:7])([CH3:4])([CH3:3])[CH3:2].[OH-].[Li+]. (4) Given the product [CH3:13][O:12][C:9]1[CH:10]=[C:11]2[C:6](=[CH:7][C:8]=1[O:14][CH3:15])[N:5]=[CH:4][CH:3]=[C:2]2[O:35][C:32]1[CH:33]=[CH:34][C:29]([C:26]2[C:27](=[O:28])[N:22]([CH2:21][C:20]3[CH:37]=[CH:38][C:17]([F:16])=[C:18]([CH3:39])[CH:19]=3)[CH:23]=[N:24][CH:25]=2)=[CH:30][C:31]=1[F:36], predict the reactants needed to synthesize it. The reactants are: Cl[C:2]1[C:11]2[C:6](=[CH:7][C:8]([O:14][CH3:15])=[C:9]([O:12][CH3:13])[CH:10]=2)[N:5]=[CH:4][CH:3]=1.[F:16][C:17]1[CH:38]=[CH:37][C:20]([CH2:21][N:22]2[C:27](=[O:28])[C:26]([C:29]3[CH:34]=[CH:33][C:32]([OH:35])=[C:31]([F:36])[CH:30]=3)=[CH:25][N:24]=[CH:23]2)=[CH:19][C:18]=1[CH3:39]. (5) Given the product [Cl:1][C:2]1[C:34]([CH3:35])=[CH:33][C:5]([O:6][CH2:7][CH2:8][CH2:9][C:10]2[C:18]3[C:13](=[C:14]([C:38]4[C:39]([O:45][CH3:46])=[N:40][CH:41]=[CH:42][C:43]=4[CH3:44])[CH:15]=[CH:16][CH:17]=3)[NH:12][C:11]=2[C:28]([O:30][CH2:31][CH3:32])=[O:29])=[CH:4][C:3]=1[CH3:36], predict the reactants needed to synthesize it. The reactants are: [Cl:1][C:2]1[C:34]([CH3:35])=[CH:33][C:5]([O:6][CH2:7][CH2:8][CH2:9][C:10]2[C:18]3[C:13](=[C:14](B4OC(C)(C)C(C)(C)O4)[CH:15]=[CH:16][CH:17]=3)[NH:12][C:11]=2[C:28]([O:30][CH2:31][CH3:32])=[O:29])=[CH:4][C:3]=1[CH3:36].Br[C:38]1[C:39]([O:45][CH3:46])=[N:40][CH:41]=[CH:42][C:43]=1[CH3:44]. (6) Given the product [C:37]1([CH:7]([C:1]2[CH:6]=[CH:5][CH:4]=[CH:3][CH:2]=2)[CH2:8][NH:9][C:10]2[C:19]3[C:14](=[CH:15][CH:16]=[CH:17][CH:18]=3)[N:13]=[C:12]([C:20]3[CH:29]=[C:28]4[C:23]([CH2:24][CH2:25][CH2:26][NH:27]4)=[CH:22][CH:21]=3)[N:11]=2)[CH:38]=[CH:39][CH:40]=[CH:41][CH:42]=1, predict the reactants needed to synthesize it. The reactants are: [C:1]1([CH:7]([C:37]2[CH:42]=[CH:41][CH:40]=[CH:39][CH:38]=2)[CH2:8][NH:9][C:10]2[C:19]3[C:14](=[CH:15][CH:16]=[CH:17][CH:18]=3)[N:13]=[C:12]([C:20]3[CH:29]=[C:28]4[C:23]([CH2:24][CH2:25][CH2:26][N:27]4C(OC(C)(C)C)=O)=[CH:22][CH:21]=3)[N:11]=2)[CH:6]=[CH:5][CH:4]=[CH:3][CH:2]=1.